Dataset: Experimentally validated miRNA-target interactions with 360,000+ pairs, plus equal number of negative samples. Task: Binary Classification. Given a miRNA mature sequence and a target amino acid sequence, predict their likelihood of interaction. (1) The miRNA is hsa-miR-4285 with sequence GCGGCGAGUCCGACUCAU. The protein sequence of the target gene is MAETSALPTGFGELEVLAVGMVLLVEALSGLSLNTLTIFSFCKTPELRTPCHLLVLSLALADSGISLNALVAATSSLLRRWPYGSDGCQAHGFQGFVTALASICSSAAIAWGRYHHYCTRSQLAWNSAVSLVLFVWLSSAFWAALPLLGWGHYDYEPLGTCCTLDYSKGDRNFTSFLFTMSFFNFAMPLFITITSYSLMEQKLGKSGHLQVNTTLPARTLLLGWGPYAILYLYAVIADVTSISPKLQMVPALIAKMVPTINAINYALGNEMVCRGIWQCLSPQKREKDRTK. Result: 0 (no interaction). (2) The protein sequence of the target gene is MKKKTVCTLNMGDKKYEDMEGEENGDNTISTGLLYSEADRCPICLNCLLEKEVGFPESCNHVFCMTCILKWAETLASCPIDRKPFQAVFKFSALEGYVKVQVKKQLRETKDKKNENSFEKQVSCHENSKSCIRRKAIVREDLLSAKVCDLKWIHRNSLYSETGGKKNAAIKINKPQRSNWSTNQCFRNFFSNMFSSVSHSGESSFTYRAYCTEFIEASEISALIRQKRHELELSWFPDTLPGIGRIGFIPWNVETEVLPLISSVLPRTIFPTSTISFEHFGTSCKGYALAHTQEGEEKKQ.... Result: 0 (no interaction). The miRNA is hsa-miR-6854-3p with sequence UGCGUUUCUCCUCUUGAGCAG. (3) The miRNA is mmu-miR-466k with sequence UGUGUGUGUACAUGUACAUGUGA. The protein sequence of the target gene is MHPPPPDAGVAMDFGQNSLFGYMEDLQELTIIERPVRRSLKTPEEIERLTVDEDLSDIDRAVYLLSAGQDVQGASVIANLPFLMRQNPTETLRRVLPKVREVLHVASVEMQLTAAVSFLTILQEESMSVHTCAHSFLQVILLHLEHRDTGVSNAWLETLLSAVELLPKETLRHEILNPLVSKAQLSQTVQSRLVSCKILGKITNKFDAHSIKREILPLVKSLCQDVEYEVRSCMCRQLENIAQGIGAELTKNVVLPELIELSRDESGSVRLAAFETLVNMLDMFDTDDRSQTILPLVKSF.... Result: 0 (no interaction). (4) The miRNA is mmu-miR-466m-3p with sequence UACAUACACACAUACACACGCA. The protein sequence of the target gene is MATRSCREKAQKLNEQHQLILSKLLREEDNKYCADCEAKGPRWASWNIGVFICIRCAGIHRNLGVHISRVKSVNLDQWTPEQIQCMQDMGNTKARLLYEANLPENFRRPQTDQAVEFFIRDKYEKKKYYDKNAIAITNKEKEKKKDEKKREKEPEKPAKPLTTEKLPKKEEQQLEPKKSTSPKNAAEPTIDLLGLDGPAEAPVTNGNPATAPALSDDLDIFGPMISNPLPAAVMPPAQGTASVPAPATLSTVTSGDLDLFTEQTTKSEEVAKKQLSKDSILSLYGTGAQQSTPGVFMGPT.... Result: 0 (no interaction). (5) The miRNA is hsa-miR-371a-3p with sequence AAGUGCCGCCAUCUUUUGAGUGU. The protein sequence of the target gene is MEDVKLEFPSLPQCKDDAEEWTYPMRREMQEVLPGLFLGPYSSAMKSKLPILQKHGITHIICIRQNIEANFIKPNFQQLFRYLVLDIADNPVENIIRFFPMTKEFIDGSLQNGGKVLVHGNAGISRSAAFVIAYIMETFGMKYRDAFAYVQERRFCINPNAGFVHQLQEYEAIYLAKLTIQMMSPLQIERSLAVHSGTTGSVKRTHEEDDDFGNMQVATAQNG. Result: 0 (no interaction).